This data is from Full USPTO retrosynthesis dataset with 1.9M reactions from patents (1976-2016). The task is: Predict the reactants needed to synthesize the given product. (1) Given the product [Si:1]([O:18][CH2:19][CH2:20][CH2:21][CH:22]([C:23]1[CH:29]=[CH:28][CH:27]=[CH:32][CH:24]=1)[OH:25])([C:14]([CH3:16])([CH3:17])[CH3:15])([C:8]1[CH:9]=[CH:10][CH:11]=[CH:12][CH:13]=1)[C:2]1[CH:3]=[CH:4][CH:5]=[CH:6][CH:7]=1, predict the reactants needed to synthesize it. The reactants are: [Si:1]([O:18][CH2:19][CH2:20][CH2:21][CH:22]([OH:25])[CH2:23][CH3:24])([C:14]([CH3:17])([CH3:16])[CH3:15])([C:8]1[CH:13]=[CH:12][CH:11]=[CH:10][CH:9]=1)[C:2]1[CH:7]=[CH:6][CH:5]=[CH:4][CH:3]=1.[Si](OCCCC=O)(C(C)(C)C)([C:27]1[CH:32]=CC=[CH:29][CH:28]=1)[C:27]1[CH:32]=CC=[CH:29][CH:28]=1.C1([Mg]Br)C=CC=CC=1. (2) The reactants are: [NH:1]1[CH2:6][CH2:5][CH:4]([N:7]2[CH2:12][CH2:11][C:10](=[O:13])[NH:9][C:8]2=[O:14])[CH2:3][CH2:2]1.C1C=CC2N(O)N=NC=2C=1.[Cl:25][C:26]1[CH:27]=[C:28]2[C:33](=[CH:34][CH:35]=1)[CH:32]=[C:31]([S:36]([CH2:39][C@@H:40]([OH:44])[C:41](O)=[O:42])(=[O:38])=[O:37])[CH:30]=[CH:29]2.CCN=C=NCCCN(C)C. Given the product [Cl:25][C:26]1[CH:27]=[C:28]2[C:33](=[CH:34][CH:35]=1)[CH:32]=[C:31]([S:36]([CH2:39][C@@H:40]([OH:44])[C:41]([N:1]1[CH2:2][CH2:3][CH:4]([N:7]3[CH2:12][CH2:11][C:10](=[O:13])[NH:9][C:8]3=[O:14])[CH2:5][CH2:6]1)=[O:42])(=[O:37])=[O:38])[CH:30]=[CH:29]2, predict the reactants needed to synthesize it. (3) Given the product [CH2:1]([S:8][C:9]([CH3:41])([CH2:39][N:42]1[CH2:47][CH2:46][S:45][CH2:44][CH2:43]1)[CH2:10][NH:11][C:12]([C:14]1[NH:15][C:16]2[C:21]([CH:22]=1)=[CH:20][C:19]([O:23][CH2:24][CH2:25][O:26][CH3:27])=[CH:18][C:17]=2[N:28]([CH3:38])[S:29]([C:32]1[CH:37]=[CH:36][CH:35]=[CH:34][N:33]=1)(=[O:30])=[O:31])=[O:13])[C:2]1[CH:3]=[CH:4][CH:5]=[CH:6][CH:7]=1, predict the reactants needed to synthesize it. The reactants are: [CH2:1]([S:8][C:9]([CH3:41])([CH:39]=O)[CH2:10][NH:11][C:12]([C:14]1[NH:15][C:16]2[C:21]([CH:22]=1)=[CH:20][C:19]([O:23][CH2:24][CH2:25][O:26][CH3:27])=[CH:18][C:17]=2[N:28]([CH3:38])[S:29]([C:32]1[CH:37]=[CH:36][CH:35]=[CH:34][N:33]=1)(=[O:31])=[O:30])=[O:13])[C:2]1[CH:7]=[CH:6][CH:5]=[CH:4][CH:3]=1.[NH:42]1[CH2:47][CH2:46][S:45][CH2:44][CH2:43]1.C(O[BH-](OC(=O)C)OC(=O)C)(=O)C.[Na+].C(=O)(O)[O-].[Na+]. (4) Given the product [C:18]([N:9]1[C:10]2[CH:15]=[CH:14][N:13]=[C:12]([O:16][CH3:17])[C:11]=2[C:7]([C:25]#[N:26])=[N:8]1)([CH3:21])([CH3:20])[CH3:19], predict the reactants needed to synthesize it. The reactants are: FC(F)(F)S(O[C:7]1[C:11]2[C:12]([O:16][CH3:17])=[N:13][CH:14]=[CH:15][C:10]=2[N:9]([C:18]([CH3:21])([CH3:20])[CH3:19])[N:8]=1)(=O)=O.O.[CH3:25][N:26](C)C=O. (5) Given the product [CH3:24][O:23][C:21]([C@@H:16]1[CH2:17][CH2:18][CH2:19][CH2:20][N:15]1[C:2]1[C:11]([N+:12]([O-:14])=[O:13])=[CH:10][C:5]([C:6]([O:8][CH3:9])=[O:7])=[CH:4][N:3]=1)=[O:22], predict the reactants needed to synthesize it. The reactants are: Cl[C:2]1[C:11]([N+:12]([O-:14])=[O:13])=[CH:10][C:5]([C:6]([O:8][CH3:9])=[O:7])=[CH:4][N:3]=1.[NH:15]1[CH2:20][CH2:19][CH2:18][CH2:17][C@H:16]1[C:21]([O:23][CH3:24])=[O:22]. (6) Given the product [F:41][C:42]([F:55])([F:54])[S:43]([N:2]1[CH2:7][CH2:6][CH:5]([CH2:8][CH2:9][N:10]2[CH2:20][C:19]3[N:21]4[C:12](=[CH:13][N:14]=[C:15]4[CH:16]=[CH:17][CH:18]=3)[C:11]2=[O:22])[CH2:4][CH2:3]1)(=[O:45])=[O:44], predict the reactants needed to synthesize it. The reactants are: Cl.[NH:2]1[CH2:7][CH2:6][CH:5]([CH2:8][CH2:9][N:10]2[CH2:20][C:19]3[N:21]4[C:12](=[CH:13][N:14]=[C:15]4[CH:16]=[CH:17][CH:18]=3)[C:11]2=[O:22])[CH2:4][CH2:3]1.C1CCN2C(=NCCC2)CC1.C(N(CC)CC)C.[F:41][C:42]([F:55])([F:54])[S:43](O[S:43]([C:42]([F:55])([F:54])[F:41])(=[O:45])=[O:44])(=[O:45])=[O:44]. (7) Given the product [N+:1]([C:13]1[C:14]([OH:18])=[CH:15][CH:16]=[C:17]2[C:12]=1[CH:11]=[N:10][NH:9]2)([O-:3])=[O:2], predict the reactants needed to synthesize it. The reactants are: [N:1]([O-:3])=[O:2].F[B-](F)(F)F.[NH:9]1[C:17]2[C:12](=[CH:13][C:14]([OH:18])=[CH:15][CH:16]=2)[CH:11]=[N:10]1.O.